Dataset: TCR-epitope binding with 47,182 pairs between 192 epitopes and 23,139 TCRs. Task: Binary Classification. Given a T-cell receptor sequence (or CDR3 region) and an epitope sequence, predict whether binding occurs between them. The epitope is PKYVKQNTLKLAT. The TCR CDR3 sequence is CSAEMDAAGAFF. Result: 1 (the TCR binds to the epitope).